From a dataset of Catalyst prediction with 721,799 reactions and 888 catalyst types from USPTO. Predict which catalyst facilitates the given reaction. (1) Reactant: Cl[C:2]1[CH:9]=[CH:8][C:5]([CH:6]=[O:7])=[CH:4][C:3]=1[N+:10]([O-:12])=[O:11].[CH2:13]([O:20][C:21]1[CH:26]=[CH:25][C:24]([OH:27])=[CH:23][CH:22]=1)[C:14]1[CH:19]=[CH:18][CH:17]=[CH:16][CH:15]=1.C(=O)([O-])[O-].[K+].[K+]. Product: [CH2:13]([O:20][C:21]1[CH:22]=[CH:23][C:24]([O:27][C:2]2[CH:9]=[CH:8][C:5]([CH:6]=[O:7])=[CH:4][C:3]=2[N+:10]([O-:12])=[O:11])=[CH:25][CH:26]=1)[C:14]1[CH:15]=[CH:16][CH:17]=[CH:18][CH:19]=1. The catalyst class is: 17. (2) Reactant: C(OC(=O)C(OC1C=C(O)C=CC=1CCCC)(C)C)C.CC1OC(C2C=CC=CC=2)=NC=1CCOS(C1C=CC(C)=CC=1)(=O)=O.C(=O)([O-])[O-].[K+].[K+].C([O:54][C:55](=[O:85])[C:56]([O:59][C:60]1[CH:65]=[C:64]([O:66][CH2:67][CH2:68][C:69]2[N:70]=[C:71]([C:75]3[CH:80]=[CH:79][CH:78]=[CH:77][CH:76]=3)[O:72][C:73]=2[CH3:74])[CH:63]=[CH:62][C:61]=1[CH2:81][CH2:82][CH2:83][CH3:84])([CH3:58])[CH3:57])C.[OH-].[Na+]. Product: [CH2:81]([C:61]1[CH:62]=[CH:63][C:64]([O:66][CH2:67][CH2:68][C:69]2[N:70]=[C:71]([C:75]3[CH:80]=[CH:79][CH:78]=[CH:77][CH:76]=3)[O:72][C:73]=2[CH3:74])=[CH:65][C:60]=1[O:59][C:56]([CH3:57])([CH3:58])[C:55]([OH:85])=[O:54])[CH2:82][CH2:83][CH3:84]. The catalyst class is: 8.